This data is from Reaction yield outcomes from USPTO patents with 853,638 reactions. The task is: Predict the reaction yield, written as a fraction of the theoretical maximum amount of product (1.0 means a 100% yield; for example, 0.34 means a 34% yield). (1) No catalyst specified. The yield is 0.550. The reactants are Cl[C:2]1[N:7]=[C:6]([N:8]2[CH:12]=[CH:11][C:10]([C:13]([F:16])([F:15])[F:14])=[N:9]2)[N:5]=[C:4]([O:17][CH3:18])[CH:3]=1.[CH3:19][O:20][C:21]1[CH:26]=[CH:25][C:24](B(O)O)=[CH:23][CH:22]=1.COC1C=C(C2C=CC=CC=2)N=C(N2C=CC(C(F)(F)F)=N2)N=1. The product is [CH3:18][O:17][C:4]1[CH:3]=[C:2]([C:24]2[CH:25]=[CH:26][C:21]([O:20][CH3:19])=[CH:22][CH:23]=2)[N:7]=[C:6]([N:8]2[CH:12]=[CH:11][C:10]([C:13]([F:16])([F:15])[F:14])=[N:9]2)[N:5]=1. (2) The reactants are [N+:1]([C:4]1[CH:30]=[CH:29][C:7]([CH2:8][N:9]([CH:23]2[CH2:28][CH2:27][NH:26][CH2:25][CH2:24]2)[C:10](=[O:22])[C:11]2[CH:16]=[CH:15][C:14]([CH2:17][CH2:18][CH2:19][CH2:20][CH3:21])=[CH:13][CH:12]=2)=[CH:6][CH:5]=1)([O-:3])=[O:2].[CH:31](=O)[CH2:32][CH:33]([CH3:35])[CH3:34].C(O[BH-](OC(=O)C)OC(=O)C)(=O)C.[Na+].O. The catalyst is C(#N)C. The product is [CH3:34][CH:33]([CH3:35])[CH2:32][CH2:31][N:26]1[CH2:27][CH2:28][CH:23]([N:9]([CH2:8][C:7]2[CH:6]=[CH:5][C:4]([N+:1]([O-:3])=[O:2])=[CH:30][CH:29]=2)[C:10](=[O:22])[C:11]2[CH:12]=[CH:13][C:14]([CH2:17][CH2:18][CH2:19][CH2:20][CH3:21])=[CH:15][CH:16]=2)[CH2:24][CH2:25]1. The yield is 0.870. (3) The yield is 0.300. The product is [C:1]([O:5][C:6](=[O:40])[NH:7][C:8]1([C:12]2[CH:17]=[CH:16][C:15]([C:18]3[C:27]([C:28]4[CH:29]=[CH:30][CH:31]=[CH:32][CH:33]=4)=[CH:26][C:25]4[C:24]5=[N:48][NH:49][C:35]([N:41]6[CH2:46][CH2:45][O:44][CH2:43][CH2:42]6)=[C:23]5[CH2:22][CH2:21][C:20]=4[N:19]=3)=[CH:14][CH:13]=2)[CH2:9][CH2:10][CH2:11]1)([CH3:3])([CH3:4])[CH3:2]. The reactants are [C:1]([O:5][C:6](=[O:40])[NH:7][C:8]1([C:12]2[CH:17]=[CH:16][C:15]([C:18]3[C:27]([C:28]4[CH:33]=[CH:32][CH:31]=[CH:30][CH:29]=4)=[CH:26][C:25]4[C:24](=O)[C:23](=[C:35](SC)SC)[CH2:22][CH2:21][C:20]=4[N:19]=3)=[CH:14][CH:13]=2)[CH2:11][CH2:10][CH2:9]1)([CH3:4])([CH3:3])[CH3:2].[NH:41]1[CH2:46][CH2:45][O:44][CH2:43][CH2:42]1.O.[NH2:48][NH2:49]. The catalyst is C(O)C. (4) The reactants are [CH2:1]([NH:8][CH2:9][CH:10]([C:12]1[CH:17]=[CH:16][C:15]([O:18][CH3:19])=[CH:14][CH:13]=1)[OH:11])[C:2]1[CH:7]=[CH:6][CH:5]=[CH:4][CH:3]=1.[CH3:20][O:21][C:22]1[CH:23]=[C:24]([CH:27]=[CH:28][CH:29]=1)[CH:25]=O.[BH-](OC(C)=O)(OC(C)=O)OC(C)=O.[Na+].C([O-])(O)=O.[Na+]. The catalyst is ClCCCl. The product is [CH2:1]([N:8]([CH2:25][C:24]1[CH:27]=[CH:28][CH:29]=[C:22]([O:21][CH3:20])[CH:23]=1)[CH2:9][CH:10]([C:12]1[CH:13]=[CH:14][C:15]([O:18][CH3:19])=[CH:16][CH:17]=1)[OH:11])[C:2]1[CH:3]=[CH:4][CH:5]=[CH:6][CH:7]=1. The yield is 0.980. (5) The reactants are Cl[C:2]1[CH:3]=[CH:4][C:5]2[CH2:6][N:7]([CH3:19])[CH2:8][CH:9]([C:13]3[CH:18]=[CH:17][CH:16]=[CH:15][CH:14]=3)[O:10][C:11]=2[N:12]=1.[CH3:20][O:21][C:22]1[CH:23]=[C:24]([CH:26]=[CH:27][C:28]=1[N:29]1[CH:33]=[C:32]([CH3:34])[N:31]=[CH:30]1)[NH2:25].C1(P(C2CCCCC2)C2C=CC=CC=2C2C=CC=CC=2)CCCCC1. The catalyst is ClCCl.CO.C([O-])(=O)C.[Pd+2].C([O-])(=O)C. The product is [CH3:20][O:21][C:22]1[CH:23]=[C:24]([NH:25][C:2]2[CH:3]=[CH:4][C:5]3[CH2:6][N:7]([CH3:19])[CH2:8][CH:9]([C:13]4[CH:18]=[CH:17][CH:16]=[CH:15][CH:14]=4)[O:10][C:11]=3[N:12]=2)[CH:26]=[CH:27][C:28]=1[N:29]1[CH:33]=[C:32]([CH3:34])[N:31]=[CH:30]1. The yield is 0.370. (6) The reactants are [C:1]([O:5][C:6](=[O:33])[NH:7][CH2:8][CH2:9][CH2:10][NH:11][CH:12]([C:15]1[N:16]([CH2:26][C:27]2[CH:32]=[CH:31][CH:30]=[CH:29][CH:28]=2)[C:17](=[O:25])[C:18]2[C:23]([CH3:24])=[N:22][O:21][C:19]=2[N:20]=1)[CH2:13][CH3:14])([CH3:4])([CH3:3])[CH3:2].[C:34]1([CH3:43])[CH:39]=[CH:38][C:37]([C:40](Cl)=[O:41])=[CH:36][CH:35]=1.CCN(CC)CC. The catalyst is C(Cl)(Cl)Cl. The product is [C:1]([O:5][C:6](=[O:33])[NH:7][CH2:8][CH2:9][CH2:10][N:11]([CH:12]([C:15]1[N:16]([CH2:26][C:27]2[CH:32]=[CH:31][CH:30]=[CH:29][CH:28]=2)[C:17](=[O:25])[C:18]2[C:23]([CH3:24])=[N:22][O:21][C:19]=2[N:20]=1)[CH2:13][CH3:14])[C:40](=[O:41])[C:37]1[CH:38]=[CH:39][C:34]([CH3:43])=[CH:35][CH:36]=1)([CH3:2])([CH3:3])[CH3:4]. The yield is 0.950. (7) The reactants are [C:1]([O:7][C:8]([CH3:11])([CH3:10])[CH3:9])(=[O:6])[CH2:2][C:3]([CH3:5])=O.[Br:12][C:13]1[CH:14]=[C:15]([CH:18]=[CH:19][C:20]=1[F:21])[CH:16]=O.[NH4+:22].[OH-:23]. The catalyst is CCO.C(Cl)Cl. The product is [Br:12][C:13]1[CH:14]=[C:15]([CH:16]2[C:2]([C:1]([O:7][C:8]([CH3:11])([CH3:10])[CH3:9])=[O:6])=[C:3]([CH3:5])[NH:22][C:3]([CH3:5])=[C:2]2[C:1]([O:7][C:8]([CH3:11])([CH3:10])[CH3:9])=[O:23])[CH:18]=[CH:19][C:20]=1[F:21]. The yield is 0.340.